Dataset: Reaction yield outcomes from USPTO patents with 853,638 reactions. Task: Predict the reaction yield, written as a fraction of the theoretical maximum amount of product (1.0 means a 100% yield; for example, 0.34 means a 34% yield). The reactants are [Br:1][C:2]1[CH:10]=[CH:9][CH:8]=[C:7]2[C:3]=1[CH:4]([C:17]1[C:25]([OH:26])=[CH:24][C:20]3[O:21][CH2:22][O:23][C:19]=3[CH:18]=1)[C:5](=[O:16])[N:6]2[CH2:11][CH2:12][CH2:13][CH2:14][CH3:15].C(N(CC)CC)C.Cl[Si](C)(C)C.[CH2:39]=[O:40].FC(F)(F)S([O-])(=O)=O.[Yb+3].FC(F)(F)S([O-])(=O)=O.FC(F)(F)S([O-])(=O)=O. The catalyst is ClCCl. The product is [Br:1][C:2]1[CH:10]=[CH:9][CH:8]=[C:7]2[C:3]=1[C:4]([C:17]1[C:25]([OH:26])=[CH:24][C:20]3[O:21][CH2:22][O:23][C:19]=3[CH:18]=1)([CH2:39][OH:40])[C:5](=[O:16])[N:6]2[CH2:11][CH2:12][CH2:13][CH2:14][CH3:15]. The yield is 0.790.